Dataset: Retrosynthesis with 50K atom-mapped reactions and 10 reaction types from USPTO. Task: Predict the reactants needed to synthesize the given product. (1) The reactants are: CN=C=O.Cc1cccc(N)c1CO. Given the product CNC(=O)Nc1cccc(C)c1CO, predict the reactants needed to synthesize it. (2) The reactants are: CS(=O)(=O)Cl.O=C(Nc1ccc(Oc2ccnc3cc(-c4ccc(CO)cn4)sc23)c(F)c1)NC1CC1. Given the product CS(=O)(=O)OCc1ccc(-c2cc3nccc(Oc4ccc(NC(=O)NC5CC5)cc4F)c3s2)nc1, predict the reactants needed to synthesize it. (3) Given the product COc1ccc(S(=O)(=O)n2c(=O)n(C3CCN(C(=O)OC[C@H](C)N(Cc4ccccc4)Cc4ccccc4)CC3)c3ccccc32)cc1, predict the reactants needed to synthesize it. The reactants are: COc1ccc(S(=O)(=O)Cl)cc1.C[C@@H](COC(=O)N1CCC(n2c(=O)[nH]c3ccccc32)CC1)N(Cc1ccccc1)Cc1ccccc1. (4) Given the product Cc1ccc(NC(=O)c2cc3nc(Nc4c(F)cccc4Cl)[nH]c3c3c2OC(C)(C)C3)c(F)c1, predict the reactants needed to synthesize it. The reactants are: CC1(C)Cc2c(c(C(=O)O)cc3nc(Nc4c(F)cccc4Cl)[nH]c23)O1.Cc1ccc(N)c(F)c1. (5) Given the product CC(C)(C)OC(=O)CNC1CC1, predict the reactants needed to synthesize it. The reactants are: CC(C)(C)OC(=O)CBr.NC1CC1. (6) Given the product O=C(NC(=O)c1c(F)cccc1F)Nc1ccc2c(c1)C(F)(F)OC(F)(F)O2, predict the reactants needed to synthesize it. The reactants are: Nc1ccc2c(c1)C(F)(F)OC(F)(F)O2.O=C=NC(=O)c1c(F)cccc1F. (7) Given the product Cc1c(Br)cccc1C(=O)N1CCC(N2CCCC2)CC1, predict the reactants needed to synthesize it. The reactants are: C1CCN(C2CCNCC2)C1.Cc1c(Br)cccc1C(=O)O.